This data is from Forward reaction prediction with 1.9M reactions from USPTO patents (1976-2016). The task is: Predict the product of the given reaction. (1) Given the reactants [OH:1][C:2]([C:19]1[S:20][CH:21]=[CH:22][CH:23]=1)([C:14]1[S:15][CH:16]=[CH:17][CH:18]=1)[C:3]([O:5][C@H:6]1[CH2:11][CH2:10][C@H:9]([NH:12][CH3:13])[CH2:8][CH2:7]1)=[O:4].[Br:24][CH2:25][CH2:26][CH2:27][CH2:28][CH2:29][CH2:30][CH2:31][CH2:32][CH2:33]Br.C(N(CC)CC)C, predict the reaction product. The product is: [OH:1][C:2]([C:14]1[S:15][CH:16]=[CH:17][CH:18]=1)([C:19]1[S:20][CH:21]=[CH:22][CH:23]=1)[C:3]([O:5][C@H:6]1[CH2:7][CH2:8][C@H:9]([N:12]([CH2:33][CH2:32][CH2:31][CH2:30][CH2:29][CH2:28][CH2:27][CH2:26][CH2:25][Br:24])[CH3:13])[CH2:10][CH2:11]1)=[O:4]. (2) Given the reactants [Cl:1][C:2]1[CH:7]=[CH:6][C:5]([C@@H:8]([C:21]([N:23]2[CH2:28][CH2:27][N:26]([C:29]3[C:30]4[C@H:37]([CH3:38])[S:36][CH2:35][C:31]=4[N:32]=[CH:33][N:34]=3)[CH2:25][CH2:24]2)=[O:22])[CH2:9][N:10]([CH:18]([CH3:20])[CH3:19])C(=O)OC(C)(C)C)=[CH:4][CH:3]=1.[ClH:39], predict the reaction product. The product is: [ClH:1].[ClH:39].[Cl:1][C:2]1[CH:7]=[CH:6][C:5]([C@@H:8]([CH2:9][NH:10][CH:18]([CH3:20])[CH3:19])[C:21]([N:23]2[CH2:28][CH2:27][N:26]([C:29]3[C:30]4[C@H:37]([CH3:38])[S:36][CH2:35][C:31]=4[N:32]=[CH:33][N:34]=3)[CH2:25][CH2:24]2)=[O:22])=[CH:4][CH:3]=1. (3) Given the reactants [Br-:1].[Li+].[C:3]([NH:11][CH2:12][CH:13]1[CH2:17]OS(=O)[O:14]1)(=[O:10])[C:4]1[CH:9]=[CH:8][CH:7]=[CH:6][CH:5]=1, predict the reaction product. The product is: [C:3]([NH:11][CH2:12][C@H:13]([OH:14])[CH2:17][Br:1])(=[O:10])[C:4]1[CH:9]=[CH:8][CH:7]=[CH:6][CH:5]=1. (4) The product is: [C:6]([C:8]([NH2:12])([OH:11])[CH2:9][CH3:10])([O:5][C:1]([CH3:2])([CH3:4])[CH3:3])=[O:7].[CH3:13][C@H:14]([C:27]([OH:29])=[O:28])[C:15]1[CH:16]=[CH:17][C:18]2[CH:19]=[C:20]([O:25][CH3:26])[CH:21]=[CH:22][C:23]=2[CH:24]=1. Given the reactants [C:1]([O:5][C:6]([C:8]([NH2:12])([OH:11])[CH2:9][CH3:10])=[O:7])([CH3:4])([CH3:3])[CH3:2].[CH3:13][C@H:14]([C:27]([OH:29])=[O:28])[C:15]1[CH:16]=[CH:17][C:18]2[CH:19]=[C:20]([O:25][CH3:26])[CH:21]=[CH:22][C:23]=2[CH:24]=1.CCN=C=NCCCN(C)C.Cl, predict the reaction product. (5) Given the reactants [C:1]([O:5][C:6]([NH:8][C:9]1[CH:14]=[CH:13][C:12]([S:15][C:16]2[CH:24]=[CH:23][C:19]([C:20](O)=[O:21])=[CH:18][C:17]=2[NH:25][C:26]2[C:27]3[CH:35]=[CH:34][C:33]([CH:36]([CH3:38])[CH3:37])=[N:32][C:28]=3[N:29]=[CH:30][N:31]=2)=[CH:11][CH:10]=1)=[O:7])([CH3:4])([CH3:3])[CH3:2].F[B-](F)(F)F.N1(OC(N(C)C)=[N+](C)C)C2C=CC=CC=2N=N1.[P:61]([O:74][C:75]([CH3:78])([CH3:77])[CH3:76])([O:69][C:70]([CH3:73])([CH3:72])[CH3:71])([O:63][CH2:64][C:65]([NH2:68])([CH3:67])[CH3:66])=[O:62].C(N(CC)C(C)C)(C)C, predict the reaction product. The product is: [C:70]([O:69][P:61]([O:63][CH2:64][C:65]([NH:68][C:20]([C:19]1[CH:23]=[CH:24][C:16]([S:15][C:12]2[CH:11]=[CH:10][C:9]([NH:8][C:6](=[O:7])[O:5][C:1]([CH3:2])([CH3:4])[CH3:3])=[CH:14][CH:13]=2)=[C:17]([NH:25][C:26]2[C:27]3[CH:35]=[CH:34][C:33]([CH:36]([CH3:37])[CH3:38])=[N:32][C:28]=3[N:29]=[CH:30][N:31]=2)[CH:18]=1)=[O:21])([CH3:67])[CH3:66])([O:74][C:75]([CH3:77])([CH3:76])[CH3:78])=[O:62])([CH3:73])([CH3:72])[CH3:71]. (6) Given the reactants Br[C:2]1[CH:11]=[CH:10][CH:9]=[C:8]2[C:3]=1[CH2:4][CH2:5][CH2:6][N:7]2[C:12](=[O:17])[CH2:13][CH2:14][CH2:15][OH:16].CC1(C)C(C)(C)OB(B2OC(C)(C)C(C)(C)O2)O1.C([O-])(=O)C.[K+].Br[C:42]1[CH:43]=[C:44]([CH:59]=[CH:60][CH:61]=1)[CH2:45][O:46][C:47]([NH:49][CH2:50][CH2:51][C:52]([O:54][C:55]([CH3:58])([CH3:57])[CH3:56])=[O:53])=[O:48].C([O-])([O-])=O.[Na+].[Na+], predict the reaction product. The product is: [OH:16][CH2:15][CH2:14][CH2:13][C:12]([N:7]1[C:8]2[C:3](=[C:2]([C:42]3[CH:43]=[C:44]([CH:59]=[CH:60][CH:61]=3)[CH2:45][O:46][C:47]([NH:49][CH2:50][CH2:51][C:52]([O:54][C:55]([CH3:57])([CH3:58])[CH3:56])=[O:53])=[O:48])[CH:11]=[CH:10][CH:9]=2)[CH2:4][CH2:5][CH2:6]1)=[O:17]. (7) Given the reactants CN(C)C1(C2C=CC=CC=2)CCC(N)CC1.CC1ON=C(C2C=CC=CC=2)C=1C(O)=O.Cl.[CH3:33][N:34]([CH3:62])[C:35]1([C:56]2[CH:61]=[CH:60][CH:59]=[CH:58][CH:57]=2)[CH2:40][CH2:39][CH:38]([NH:41][C:42]([C:44]2[C:45]([C:50]3[CH:55]=[CH:54][CH:53]=[CH:52][CH:51]=3)=[N:46][O:47][C:48]=2[CH3:49])=[O:43])[CH2:37][CH2:36]1.[Cl:63][Si](C)(C)C, predict the reaction product. The product is: [ClH:63].[CH3:62][N:34]([CH3:33])[C:35]1([C:56]2[CH:61]=[CH:60][CH:59]=[CH:58][CH:57]=2)[CH2:40][CH2:39][CH:38]([NH:41][C:42]([C:44]2[C:45]([C:50]3[CH:51]=[CH:52][CH:53]=[CH:54][CH:55]=3)=[N:46][O:47][C:48]=2[CH3:49])=[O:43])[CH2:37][CH2:36]1. (8) The product is: [Cl:1][C:2]1[CH:3]=[C:4]([C:13]([N:15]2[CH2:20][CH2:19][O:18][C:17]3[CH:21]=[N:22][CH:23]=[CH:24][C:16]2=3)=[O:14])[CH:5]=[C:6]([N+:10]([O-:12])=[O:11])[C:7]=1[OH:8]. Given the reactants [Cl:1][C:2]1[CH:3]=[C:4]([C:13]([N:15]2[CH2:20][CH2:19][O:18][C:17]3[CH:21]=[N:22][CH:23]=[CH:24][C:16]2=3)=[O:14])[CH:5]=[C:6]([N+:10]([O-:12])=[O:11])[C:7]=1[O:8]C.[Cl-].[Li+].N1CCNCC1.C(=O)([O-])O.[Na+].Cl, predict the reaction product.